Task: Predict the reaction yield, written as a fraction of the theoretical maximum amount of product (1.0 means a 100% yield; for example, 0.34 means a 34% yield).. Dataset: Reaction yield outcomes from USPTO patents with 853,638 reactions (1) The reactants are [C:1]1([C:9]2[CH:14]=[CH:13][CH:12]=[CH:11][CH:10]=2)[CH:6]=[CH:5][CH:4]=[CH:3][C:2]=1[CH2:7][NH2:8].[CH3:15][N:16]1[CH:20]=[C:19]([C:21]2[C:25]([CH3:26])=[C:24]([NH:27][C:28](=O)[O:29]C3C=CC=CC=3)[N:23]([C:37]3[CH:42]=[CH:41][CH:40]=[CH:39][CH:38]=3)[N:22]=2)[CH:18]=[N:17]1.CCN(C(C)C)C(C)C. The catalyst is C(Cl)Cl. The product is [C:1]1([C:9]2[CH:14]=[CH:13][CH:12]=[CH:11][CH:10]=2)[CH:6]=[CH:5][CH:4]=[CH:3][C:2]=1[CH2:7][NH:8][C:28]([NH:27][C:24]1[N:23]([C:37]2[CH:38]=[CH:39][CH:40]=[CH:41][CH:42]=2)[N:22]=[C:21]([C:19]2[CH:18]=[N:17][N:16]([CH3:15])[CH:20]=2)[C:25]=1[CH3:26])=[O:29]. The yield is 0.340. (2) The reactants are [C:1]([C:5]1[N:10]=[C:9](Cl)[C:8]([C:12]([O:14]CC)=[O:13])=[CH:7][N:6]=1)([CH3:4])([CH3:3])[CH3:2].[CH3:17][N:18]1[CH2:23][CH2:22][NH:21][CH2:20][CH2:19]1. The catalyst is CN1C(=O)CCC1. The product is [C:1]([C:5]1[N:10]=[C:9]([N:21]2[CH2:22][CH2:23][N:18]([CH3:17])[CH2:19][CH2:20]2)[C:8]([C:12]([OH:14])=[O:13])=[CH:7][N:6]=1)([CH3:2])([CH3:3])[CH3:4]. The yield is 0.320.